Dataset: Aqueous solubility values for 9,982 compounds from the AqSolDB database. Task: Regression/Classification. Given a drug SMILES string, predict its absorption, distribution, metabolism, or excretion properties. Task type varies by dataset: regression for continuous measurements (e.g., permeability, clearance, half-life) or binary classification for categorical outcomes (e.g., BBB penetration, CYP inhibition). For this dataset (solubility_aqsoldb), we predict Y. (1) The compound is Nc1cccc(S(=O)(=O)Nc2nnc(S(N)(=O)=O)s2)c1. The Y is -1.54 log mol/L. (2) The drug is Cc1onc(-c2ccccc2)c1-c1ccc(S(N)(=O)=O)cc1. The Y is -4.52 log mol/L. (3) The molecule is O=c1c2cccc3cccc(c32)c2nc3cccc4cccc(c43)n12. The Y is -7.20 log mol/L. (4) The molecule is N.N.O=C(O)[C@H](O)[C@@H](O)C(=O)O. The Y is 0.366 log mol/L. (5) The drug is O=Cc1ccc(O)c([N+](=O)[O-])c1. The Y is -2.95 log mol/L. (6) The compound is CC1=C(C(=O)O)CCC1(C)C. The Y is -2.89 log mol/L. (7) The compound is CCCCCCCCCCCCCCCCCCCCCCCCCCCCCCCCCCCC. The Y is -8.47 log mol/L. (8) The molecule is CC(=O)Oc1ccccc1[N+](=O)[O-]. The Y is -2.19 log mol/L. (9) The compound is O=[N+]([O-])O[Bi](O[N+](=O)[O-])O[N+](=O)[O-]. The Y is -2.64 log mol/L. (10) The drug is Cc1ccc(C(N)=O)c(O)c1. The Y is -2.92 log mol/L.